Dataset: Full USPTO retrosynthesis dataset with 1.9M reactions from patents (1976-2016). Task: Predict the reactants needed to synthesize the given product. Given the product [Cl:18][C:6]1[C:5]2[C:10](=[CH:11][C:12]([O:13][CH3:14])=[C:3]([O:2][CH3:1])[CH:4]=2)[N:9]=[CH:8][CH:7]=1, predict the reactants needed to synthesize it. The reactants are: [CH3:1][O:2][C:3]1[CH:4]=[C:5]2[C:10](=[CH:11][C:12]=1[O:13][CH3:14])[N:9]=[CH:8][CH:7]=[C:6]2O.O=P(Cl)(Cl)[Cl:18].